Dataset: Reaction yield outcomes from USPTO patents with 853,638 reactions. Task: Predict the reaction yield, written as a fraction of the theoretical maximum amount of product (1.0 means a 100% yield; for example, 0.34 means a 34% yield). (1) The reactants are Br[CH2:2][C:3]1[NH:8][C:7]([C:9]2[S:10][CH:11]=[CH:12][N:13]=2)=[N:6][CH:5]([C:14]2[CH:19]=[CH:18][C:17]([Cl:20])=[CH:16][C:15]=2[Cl:21])[C:4]=1[C:22]([O:24][CH2:25][CH3:26])=[O:23].Cl.[NH:28]1[CH2:33][CH2:32][O:31][CH2:30][CH:29]1[C:34]([OH:36])=[O:35]. No catalyst specified. The product is [Cl:21][C:15]1[CH:16]=[C:17]([Cl:20])[CH:18]=[CH:19][C:14]=1[CH:5]1[N:6]=[C:7]([C:9]2[S:10][CH:11]=[CH:12][N:13]=2)[NH:8][C:3]([CH2:2][N:28]2[CH2:33][CH2:32][O:31][CH2:30][CH:29]2[C:34]([OH:36])=[O:35])=[C:4]1[C:22]([O:24][CH2:25][CH3:26])=[O:23]. The yield is 0.430. (2) The reactants are [NH2:1][C:2]1[N:7]=[C:6]([NH:8][C:9]2[CH:10]=[C:11]([NH:15][C:16](=[O:26])[C:17]3[CH:22]=[CH:21][C:20]([N+:23]([O-])=O)=[CH:19][CH:18]=3)[CH:12]=[CH:13][CH:14]=2)[CH:5]=[C:4]([CH3:27])[N:3]=1.CCO.Cl. The catalyst is [Fe].O. The product is [NH2:23][C:20]1[CH:21]=[CH:22][C:17]([C:16]([NH:15][C:11]2[CH:12]=[CH:13][CH:14]=[C:9]([NH:8][C:6]3[CH:5]=[C:4]([CH3:27])[N:3]=[C:2]([NH2:1])[N:7]=3)[CH:10]=2)=[O:26])=[CH:18][CH:19]=1. The yield is 0.120. (3) The reactants are Br[C:2]1[CH:9]=[CH:8][CH:7]=[CH:6][C:3]=1[CH:4]=[O:5].[CH3:10][Si:11]([C:14]#[CH:15])([CH3:13])[CH3:12].C(N(CC)CC)C.C(OCC)(=O)C. The catalyst is O1CCCC1.CCCCCC.Cl[Pd](Cl)([P](C1C=CC=CC=1)(C1C=CC=CC=1)C1C=CC=CC=1)[P](C1C=CC=CC=1)(C1C=CC=CC=1)C1C=CC=CC=1.[Cu]I. The product is [CH3:10][Si:11]([CH3:13])([CH3:12])[C:14]#[C:15][C:2]1[CH:9]=[CH:8][CH:7]=[CH:6][C:3]=1[CH:4]=[O:5]. The yield is 0.820. (4) The reactants are [NH:1]1[CH:5]=[N:4][C:3]([NH2:6])=[N:2]1.[CH2:7]([O:10][CH:11]1[CH2:16][CH2:15][C:14](=O)[CH2:13][CH2:12]1)[CH:8]=[CH2:9].C([BH3-])#N.[Na+].O. The catalyst is C(O)(=O)C. The product is [CH2:7]([O:10][CH:11]1[CH2:16][CH2:15][CH:14]([NH:6][C:3]2[NH:4][CH:5]=[N:1][N:2]=2)[CH2:13][CH2:12]1)[CH:8]=[CH2:9]. The yield is 0.500.